This data is from Forward reaction prediction with 1.9M reactions from USPTO patents (1976-2016). The task is: Predict the product of the given reaction. (1) Given the reactants C([O:5][C:6](=[O:18])[CH2:7][O:8][C:9]1[CH:14]=[CH:13][C:12]([Cl:15])=[CH:11][C:10]=1[C:16]#[CH:17])(C)(C)C.Br[C:20]1[S:24][C:23]([CH3:25])=[N:22][C:21]=1[CH3:26], predict the reaction product. The product is: [Cl:15][C:12]1[CH:13]=[CH:14][C:9]([O:8][CH2:7][C:6]([OH:5])=[O:18])=[C:10]([C:16]#[C:17][C:20]2[S:24][C:23]([CH3:25])=[N:22][C:21]=2[CH3:26])[CH:11]=1. (2) The product is: [Br:1][C:2]1[N:6]([CH2:7][C:8]2[CH:13]=[CH:12][CH:11]=[CH:10][C:9]=2[F:14])[C:5](=[O:15])[N:4]([CH2:16][C:17]([OH:19])=[O:18])[N:3]=1. Given the reactants [Br:1][C:2]1[N:6]([CH2:7][C:8]2[CH:13]=[CH:12][CH:11]=[CH:10][C:9]=2[F:14])[C:5](=[O:15])[N:4]([CH2:16][C:17]([O:19]C)=[O:18])[N:3]=1.[OH-].[Li+], predict the reaction product. (3) The product is: [Br:1][C:2]1[CH:3]=[C:4]([CH2:13][CH2:14][CH2:15][CH2:16][CH2:17][CH3:18])[C:5]2[O:9][CH2:8][C:7]([CH3:10])([CH3:11])[C:6]=2[CH:12]=1. Given the reactants [Br:1][C:2]1[CH:3]=[C:4]([C:13](=O)[CH2:14][CH2:15][CH2:16][CH2:17][CH3:18])[C:5]2[O:9][CH2:8][C:7]([CH3:11])([CH3:10])[C:6]=2[CH:12]=1.FC(F)(F)C(O)=O.C([SiH](CC)CC)C.ClCCl, predict the reaction product. (4) Given the reactants [CH3:1][S:2][C:3]1[S:7][C:6]2=[N:8][C:9]([C:11]3[O:12][C:13]4[CH:19]=[C:18]([OH:20])[CH:17]=[CH:16][C:14]=4[N:15]=3)=[CH:10][N:5]2[N:4]=1.Cl.Cl[CH2:23][CH2:24][N:25]1[CH2:29][CH2:28][CH2:27][CH2:26]1.C([O-])([O-])=O.[Cs+].[Cs+], predict the reaction product. The product is: [CH3:1][S:2][C:3]1[S:7][C:6]2=[N:8][C:9]([C:11]3[O:12][C:13]4[CH:19]=[C:18]([O:20][CH2:23][CH2:24][N:25]5[CH2:29][CH2:28][CH2:27][CH2:26]5)[CH:17]=[CH:16][C:14]=4[N:15]=3)=[CH:10][N:5]2[N:4]=1. (5) The product is: [NH2:25][CH:15]1[CH:16]([C:18]2[CH:19]=[C:20]([CH3:24])[CH:21]=[CH:22][CH:23]=2)[CH2:17][N:6]2[CH2:5][CH2:4][C:3]3[C:2]([OH:1])=[C:11]([O:12][CH3:13])[CH:10]=[CH:9][C:8]=3[CH:7]2[CH2:14]1. Given the reactants [OH:1][C:2]1[C:11]([O:12][CH3:13])=[CH:10][CH:9]=[C:8]2[C:3]=1[CH2:4][CH2:5][N:6]1[CH2:17][CH:16]([C:18]3[CH:19]=[C:20]([CH3:24])[CH:21]=[CH:22][CH:23]=3)[C:15](=[N:25]O)[CH2:14][CH:7]12.O1CCOCC1.[NH4+].[OH-], predict the reaction product. (6) The product is: [CH3:17][O:18][C:19]1[CH:32]=[CH:31][C:22]2[CH:23]([CH2:26][C:27]([O:29][CH3:30])=[O:28])[CH2:24][O:25][C:21]=2[CH:20]=1. Given the reactants C[C@H]1P(CCP2[C@H](C)CC[C@H]2C)[C@H](C)CC1.[CH3:17][O:18][C:19]1[CH:32]=[CH:31][C:22]2[C:23]([CH2:26][C:27]([O:29][CH3:30])=[O:28])=[CH:24][O:25][C:21]=2[CH:20]=1.[H][H], predict the reaction product. (7) Given the reactants [OH:1][CH:2]([C:8]1[CH:13]=[CH:12][CH:11]=[CH:10][N:9]=1)[C:3]([O:5]CC)=[O:4].[OH-].[Na+:15].O.[ClH:17], predict the reaction product. The product is: [OH:1][CH:2]([C:8]1[CH:13]=[CH:12][CH:11]=[CH:10][N:9]=1)[C:3]([OH:5])=[O:4].[Cl-:17].[Na+:15].